Dataset: Forward reaction prediction with 1.9M reactions from USPTO patents (1976-2016). Task: Predict the product of the given reaction. (1) Given the reactants [CH2:1]([CH:3]([S:12][C:13]#[N:14])[C:4]([C:6]1[CH:11]=[CH:10][CH:9]=[CH:8][CH:7]=1)=C)[CH3:2].[BrH:15].C(O)(=O)C.O, predict the reaction product. The product is: [Br:15][C:13]1[S:12][C:3]([CH2:1][CH3:2])=[C:4]([C:6]2[CH:11]=[CH:10][CH:9]=[CH:8][CH:7]=2)[N:14]=1. (2) Given the reactants Cl.CN(C)CCCN=C=NCC.C(N(C(C)C)CC)(C)C.[CH3:22][C:23]1[C:37]([CH3:38])=[CH:36][C:26]2[NH:27][C:28]([C:30]3[C:34]([NH2:35])=[CH:33][NH:32][N:31]=3)=[N:29][C:25]=2[CH:24]=1.[N:39]1([CH2:44][C:45](O)=[O:46])[CH:43]=[N:42][N:41]=[N:40]1, predict the reaction product. The product is: [CH3:38][C:37]1[C:23]([CH3:22])=[CH:24][C:25]2[NH:29][C:28]([C:30]3[C:34]([NH:35][C:45](=[O:46])[CH2:44][N:39]4[CH:43]=[N:42][N:41]=[N:40]4)=[CH:33][NH:32][N:31]=3)=[N:27][C:26]=2[CH:36]=1. (3) Given the reactants [F:1][C:2]1[CH:9]=[CH:8][C:7]([C:10]2[CH:15]=[C:14]([NH:16][CH2:17][CH2:18][C:19]3[CH:24]=[CH:23][C:22]([O:25][CH3:26])=[CH:21][CH:20]=3)[N:13]=[C:12]([O:27][CH3:28])[N:11]=2)=[CH:6][C:3]=1[CH:4]=O.[CH3:29][N:30]([CH2:32][CH2:33][NH2:34])[CH3:31].C(O[BH-](OC(=O)C)OC(=O)C)(=O)C.[Na+].[ClH:49], predict the reaction product. The product is: [ClH:49].[F:1][C:2]1[CH:9]=[CH:8][C:7]([C:10]2[CH:15]=[C:14]([NH:16][CH2:17][CH2:18][C:19]3[CH:20]=[CH:21][C:22]([O:25][CH3:26])=[CH:23][CH:24]=3)[N:13]=[C:12]([O:27][CH3:28])[N:11]=2)=[CH:6][C:3]=1[CH2:4][NH:34][CH2:33][CH2:32][N:30]([CH3:31])[CH3:29]. (4) Given the reactants [F:1][C:2]1[CH:3]=[N:4][C:5]([N:8]2[CH2:16][CH:15]3[C:10]([C:18]4[CH:23]=[N:22][CH:21]=[CH:20][N:19]=4)([N:11]=[C:12]([NH2:17])[S:13][CH2:14]3)[CH2:9]2)=[N:6][CH:7]=1.CO, predict the reaction product. The product is: [F:1][C:2]1[CH:7]=[N:6][C:5]([N:8]2[CH2:16][C@@H:15]3[C@@:10]([C:18]4[CH:23]=[N:22][CH:21]=[CH:20][N:19]=4)([N:11]=[C:12]([NH2:17])[S:13][CH2:14]3)[CH2:9]2)=[N:4][CH:3]=1. (5) Given the reactants CC1CC[N:4]([CH2:7][CH2:8][CH2:9][N:10]2[C:18](=[O:19])[C:17]3[C:12](=CC=CC=3)[C:11]2=O)C1=O.O.NN.[CH2:25]1COCC1.CO, predict the reaction product. The product is: [NH2:4][CH2:7][CH2:8][CH2:9][N:10]1[CH:11]([CH3:25])[CH2:12][CH2:17][C:18]1=[O:19].